Dataset: Full USPTO retrosynthesis dataset with 1.9M reactions from patents (1976-2016). Task: Predict the reactants needed to synthesize the given product. Given the product [F:9][C:5]1[C:6]([F:8])=[CH:7][C:2]([C:15]2[CH:16]=[CH:17][C:12]([OH:11])=[CH:13][CH:14]=2)=[C:3]([CH3:10])[CH:4]=1, predict the reactants needed to synthesize it. The reactants are: Br[C:2]1[CH:7]=[C:6]([F:8])[C:5]([F:9])=[CH:4][C:3]=1[CH3:10].[OH:11][C:12]1[CH:17]=[CH:16][C:15](B(O)O)=[CH:14][CH:13]=1.C(=O)([O-])[O-].[K+].[K+].